Task: Predict the product of the given reaction.. Dataset: Forward reaction prediction with 1.9M reactions from USPTO patents (1976-2016) (1) Given the reactants [CH:1]([C:4]1[CH:9]=[CH:8][CH:7]=[CH:6][C:5]=1[C:10]1[S:14][C:13]2[CH:15]=[C:16]([O:19]C)[CH:17]=[CH:18][C:12]=2[C:11]=1[O:21][C:22]1[CH:27]=[CH:26][C:25](/[CH:28]=[CH:29]/[C:30]([O:32][CH3:33])=[O:31])=[CH:24][CH:23]=1)([CH3:3])[CH3:2].B(Br)(Br)Br, predict the reaction product. The product is: [OH:19][C:16]1[CH:17]=[CH:18][C:12]2[C:11]([O:21][C:22]3[CH:23]=[CH:24][C:25](/[CH:28]=[CH:29]/[C:30]([O:32][CH3:33])=[O:31])=[CH:26][CH:27]=3)=[C:10]([C:5]3[CH:6]=[CH:7][CH:8]=[CH:9][C:4]=3[CH:1]([CH3:2])[CH3:3])[S:14][C:13]=2[CH:15]=1. (2) Given the reactants [NH2:1][C:2]1[CH:10]=[CH:9][C:5]([C:6]([OH:8])=[O:7])=[CH:4][CH:3]=1.[OH-].[Na+:12], predict the reaction product. The product is: [NH2:1][C:2]1[CH:10]=[CH:9][C:5]([C:6]([O-:8])=[O:7])=[CH:4][CH:3]=1.[Na+:12]. (3) Given the reactants [C:1]([S@:5](/[N:7]=[C:8](/[C:25]1[CH:30]=[CH:29][C:28]([F:31])=[CH:27][CH:26]=1)\[CH2:9][CH2:10][N:11]([C@H:19]([C:21]([CH3:24])([CH3:23])[CH3:22])[CH3:20])[C:12](=[O:18])[O:13][C:14]([CH3:17])([CH3:16])[CH3:15])=[O:6])([CH3:4])([CH3:3])[CH3:2].[Br-].[CH2:33]1[CH2:37]OC[CH2:34]1, predict the reaction product. The product is: [CH3:22][C:21]([CH3:24])([CH3:23])[C@@H:19]([N:11]([CH2:10][CH2:9][C@@:8]([NH:7][S@@:5]([C:1]([CH3:2])([CH3:3])[CH3:4])=[O:6])([C:25]1[CH:30]=[CH:29][C:28]([F:31])=[CH:27][CH:26]=1)[CH2:37][CH:33]=[CH2:34])[C:12](=[O:18])[O:13][C:14]([CH3:17])([CH3:15])[CH3:16])[CH3:20]. (4) Given the reactants [Cl:1][C:2]1[C:3]([NH:17][CH:18]2[CH2:32][CH:21]3[CH2:22][N:23](C(OC(C)(C)C)=O)[CH2:24][CH:20]3[CH2:19]2)=[N:4][C:5]([NH:8][C:9]2[CH:13]=[C:12]([CH:14]3[CH2:16][CH2:15]3)[NH:11][N:10]=2)=[N:6][CH:7]=1.Cl.CCOC(C)=O, predict the reaction product. The product is: [Cl:1][C:2]1[C:3]([NH:17][CH:18]2[CH2:32][CH:21]3[CH2:22][NH:23][CH2:24][CH:20]3[CH2:19]2)=[N:4][C:5]([NH:8][C:9]2[CH:13]=[C:12]([CH:14]3[CH2:15][CH2:16]3)[NH:11][N:10]=2)=[N:6][CH:7]=1. (5) Given the reactants [CH:1]1[C:13]2[CH:12]([CH2:14][O:15][C:16]([NH:18][C@@H:19]([CH2:23][CH2:24][CH2:25][CH2:26][NH2:27])[C:20]([OH:22])=[O:21])=[O:17])[C:11]3[C:6](=[CH:7][CH:8]=[CH:9][CH:10]=3)[C:5]=2[CH:4]=[CH:3][CH:2]=1.CCN([CH:34]([CH3:36])[CH3:35])C(C)C.Cl, predict the reaction product. The product is: [CH:10]1[C:11]2[CH:12]([CH2:14][O:15][C:16]([NH:18][C@@H:19]([CH2:23][CH2:24][CH2:25][CH2:26][NH:27][C:14](=[O:15])[CH2:12][CH2:11][CH2:36][C:34]#[CH:35])[C:20]([OH:22])=[O:21])=[O:17])[C:13]3[C:5](=[CH:4][CH:3]=[CH:2][CH:1]=3)[C:6]=2[CH:7]=[CH:8][CH:9]=1. (6) Given the reactants [CH:1]1([NH:4][C:5]2[N:13]=[C:12]3[C:8]([NH:9][C:10](=[O:22])[N:11]3[C:14]3[CH:19]=[CH:18][CH:17]=[C:16]([O:20][CH3:21])[CH:15]=3)=[CH:7][N:6]=2)[CH2:3][CH2:2]1.C(N=P1(N(CC)CC)N(C)CCCN1C)(C)(C)C.[CH2:41](Br)[C:42]1[CH:47]=[CH:46][CH:45]=[CH:44][CH:43]=1, predict the reaction product. The product is: [CH2:41]([N:9]1[C:8]2[C:12](=[N:13][C:5]([NH:4][CH:1]3[CH2:3][CH2:2]3)=[N:6][CH:7]=2)[N:11]([C:14]2[CH:19]=[CH:18][CH:17]=[C:16]([O:20][CH3:21])[CH:15]=2)[C:10]1=[O:22])[C:42]1[CH:47]=[CH:46][CH:45]=[CH:44][CH:43]=1. (7) Given the reactants BrC1C=CC2OC(C(=O)N)=C(NC(C3CCCN3C(OC(C)(C)C)=O)=O)C=2C=1.[C:29]([C:31]1[C:40]2[C:35](=[CH:36][CH:37]=[CH:38][CH:39]=2)[CH:34]=[CH:33][C:32]=1[O:41][CH2:42][C:43]([NH2:45])=[O:44])#[N:30].BrC1C=CC(OCC(N)=O)=C(C#N)C=1, predict the reaction product. The product is: [NH2:30][C:29]1[C:31]2[C:40]3[C:35](=[CH:36][CH:37]=[CH:38][CH:39]=3)[CH:34]=[CH:33][C:32]=2[O:41][C:42]=1[C:43]([NH2:45])=[O:44].